From a dataset of Forward reaction prediction with 1.9M reactions from USPTO patents (1976-2016). Predict the product of the given reaction. (1) Given the reactants FC(F)(F)C1C=C(NC(=O)NC2C=CC(C3SC(CCC(OC)=O)=NC=3)=CC=2)C=CC=1.[CH3:32][C:33]1[N:37]=[C:36]([CH2:38][CH:39]2[CH2:44][CH2:43][CH:42]([C:45]3[S:46][C:47]([C:50]4[CH:56]=[CH:55][C:53]([NH2:54])=[CH:52][CH:51]=4)=[CH:48][N:49]=3)[CH2:41][CH2:40]2)[O:35][N:34]=1.[Cl:57][C:58]1[CH:63]=[CH:62][CH:61]=[CH:60][C:59]=1[N:64]=[C:65]=[O:66], predict the reaction product. The product is: [Cl:57][C:58]1[CH:63]=[CH:62][CH:61]=[CH:60][C:59]=1[NH:64][C:65]([NH:54][C:53]1[CH:52]=[CH:51][C:50]([C:47]2[S:46][C:45]([CH:42]3[CH2:43][CH2:44][CH:39]([CH2:38][C:36]4[O:35][N:34]=[C:33]([CH3:32])[N:37]=4)[CH2:40][CH2:41]3)=[N:49][CH:48]=2)=[CH:56][CH:55]=1)=[O:66]. (2) Given the reactants C1N(CCO)CC[N:3]([CH2:10][CH2:11]S(O)(=O)=O)C1.C(C(C(C([O-])=O)O)O)([O-])=O.[K+].[K+].[O-]S([O-])(=O)=O.[Mg+2].C(N(CC(O)=O)CC(O)=O)COCCOCCN(CC(O)=O)CC(O)=O.C(N(CC(O)=O)CC(O)=O)CN(CC(O)=O)CC(O)=O.O=[C:81]1[O:87][C@H:86]([C@H:88]([CH2:90]O)O)[C:84](O)=[C:82]1[OH:83], predict the reaction product. The product is: [NH2:3][CH2:10][CH2:11][C:88]1[CH2:90][CH:81]([C:82](=[CH:84][CH:86]=1)[OH:83])[OH:87].